From a dataset of Peptide-MHC class II binding affinity with 134,281 pairs from IEDB. Regression. Given a peptide amino acid sequence and an MHC pseudo amino acid sequence, predict their binding affinity value. This is MHC class II binding data. The peptide sequence is LATVSDLSTKAACPTM. The MHC is DRB1_0301 with pseudo-sequence DRB1_0301. The binding affinity (normalized) is 0.103.